This data is from Peptide-MHC class I binding affinity with 185,985 pairs from IEDB/IMGT. The task is: Regression. Given a peptide amino acid sequence and an MHC pseudo amino acid sequence, predict their binding affinity value. This is MHC class I binding data. (1) The peptide sequence is TMMRHRREL. The MHC is HLA-B40:01 with pseudo-sequence HLA-B40:01. The binding affinity (normalized) is 0.0847. (2) The peptide sequence is SVPEPAAGI. The MHC is HLA-B35:01 with pseudo-sequence HLA-B35:01. The binding affinity (normalized) is 0.0847. (3) The peptide sequence is ILQEMSETY. The MHC is HLA-A69:01 with pseudo-sequence HLA-A69:01. The binding affinity (normalized) is 0.0847.